From a dataset of Catalyst prediction with 721,799 reactions and 888 catalyst types from USPTO. Predict which catalyst facilitates the given reaction. (1) Reactant: [CH2:1]([O:3][C:4]([N:6]1[C:15]2[C:10](=[CH:11][C:12]([C:16]([F:19])([F:18])[F:17])=[CH:13][CH:14]=2)[CH:9]([N:20]([CH2:25][C:26]2[CH:31]=[C:30]([C:32]([F:35])([F:34])[F:33])[CH:29]=[C:28]([C:36]([F:39])([F:38])[F:37])[CH:27]=2)[C:21]([O:23][CH3:24])=[O:22])[CH2:8][CH:7]1[CH2:40][CH2:41][O:42][Si](C(C)(C)C)(C)C)=[O:5])[CH3:2].[F-].C([N+](CCCC)(CCCC)CCCC)CCC. Product: [CH2:1]([O:3][C:4]([N:6]1[C:15]2[C:10](=[CH:11][C:12]([C:16]([F:19])([F:18])[F:17])=[CH:13][CH:14]=2)[CH:9]([N:20]([CH2:25][C:26]2[CH:31]=[C:30]([C:32]([F:33])([F:34])[F:35])[CH:29]=[C:28]([C:36]([F:37])([F:39])[F:38])[CH:27]=2)[C:21]([O:23][CH3:24])=[O:22])[CH2:8][CH:7]1[CH2:40][CH2:41][OH:42])=[O:5])[CH3:2]. The catalyst class is: 7. (2) Reactant: CS([C:5]1[N:6]([C:15]2[CH:20]=[CH:19][C:18]([O:21][CH2:22][C:23]([F:26])([F:25])[F:24])=[CH:17][CH:16]=2)[C:7](=[O:14])[C:8]2[CH:13]=[CH:12][NH:11][C:9]=2[N:10]=1)(=O)=O.[CH2:27]([NH2:30])[CH2:28][CH3:29]. Product: [CH2:27]([NH:30][C:5]1[N:6]([C:15]2[CH:20]=[CH:19][C:18]([O:21][CH2:22][C:23]([F:26])([F:25])[F:24])=[CH:17][CH:16]=2)[C:7](=[O:14])[C:8]2[CH:13]=[CH:12][NH:11][C:9]=2[N:10]=1)[CH2:28][CH3:29]. The catalyst class is: 7. (3) Reactant: Cl[C:2]1[C:11]2[CH:10]=[C:9]([F:12])[C:8]([O:13][CH3:14])=[CH:7][C:6]=2[C:5]2[CH2:15][CH2:16][CH2:17][O:18][C:4]=2[N:3]=1.[F-:19].[Cs+].CS(C)=O. Product: [F:19][C:2]1[C:11]2[CH:10]=[C:9]([F:12])[C:8]([O:13][CH3:14])=[CH:7][C:6]=2[C:5]2[CH2:15][CH2:16][CH2:17][O:18][C:4]=2[N:3]=1. The catalyst class is: 6.